The task is: Predict which catalyst facilitates the given reaction.. This data is from Catalyst prediction with 721,799 reactions and 888 catalyst types from USPTO. (1) Reactant: [C:1]([CH:5]1[N:14]2[C:9](=[CH:10][C:11](=[O:20])[C:12]([C:15]([O:17]CC)=[O:16])=[CH:13]2)[C:8]2[CH:21]=[C:22]([O:31][CH3:32])[C:23]([O:25][CH2:26][CH2:27][CH:28]([F:30])[F:29])=[CH:24][C:7]=2[CH2:6]1)([CH3:4])([CH3:3])[CH3:2].[C:33]([CH:37]1[N:46]2[C:41](=[CH:42][C:43](=[O:52])[C:44]([C:47]([O:49]CC)=[O:48])=[CH:45]2)[C:40]2[CH:53]=[C:54]([O:63][CH3:64])[C:55]([O:57][C:58]([F:62])([F:61])[CH2:59][CH3:60])=[CH:56][C:39]=2[CH2:38]1)([CH3:36])([CH3:35])[CH3:34].O[Li].O.Cl. Product: [C:1]([CH:5]1[N:14]2[C:9](=[CH:10][C:11](=[O:20])[C:12]([C:15]([OH:17])=[O:16])=[CH:13]2)[C:8]2[CH:21]=[C:22]([O:31][CH3:32])[C:23]([O:25][CH2:26][CH2:27][CH:28]([F:30])[F:29])=[CH:24][C:7]=2[CH2:6]1)([CH3:4])([CH3:2])[CH3:3].[C:33]([CH:37]1[N:46]2[C:41](=[CH:42][C:43](=[O:52])[C:44]([C:47]([OH:49])=[O:48])=[CH:45]2)[C:40]2[CH:53]=[C:54]([O:63][CH3:64])[C:55]([O:57][C:58]([F:62])([F:61])[CH2:59][CH3:60])=[CH:56][C:39]=2[CH2:38]1)([CH3:34])([CH3:35])[CH3:36]. The catalyst class is: 72. (2) Reactant: [Cl:1][C:2]1[CH:14]=[CH:13][C:5]2[N:6]([CH2:9]C(=O)C)[N:7]=[N:8][C:4]=2[CH:3]=1.[C-:15]#[N:16].[Na+].[Cl-].[NH4+:19].[CH2:20](O)[CH3:21]. Product: [NH2:19][C:20]([CH3:21])([CH2:9][N:6]1[C:5]2[CH:13]=[CH:14][C:2]([Cl:1])=[CH:3][C:4]=2[N:8]=[N:7]1)[C:15]#[N:16]. The catalyst class is: 328. (3) Product: [Cl:9][C:5]1[C:6]([O:8][CH2:13][CH2:14][O:15][CH2:16][CH2:17][O:18][CH2:19][CH2:20][O:21][CH3:22])=[CH:7][C:2]([NH2:1])=[CH:3][C:4]=1[O:10][CH3:11]. The catalyst class is: 23. Reactant: [NH2:1][C:2]1[CH:3]=[C:4]([O:10][CH3:11])[C:5]([Cl:9])=[C:6]([OH:8])[CH:7]=1.Br[CH2:13][CH2:14][O:15][CH2:16][CH2:17][O:18][CH2:19][CH2:20][O:21][CH3:22].[I-].[Na+].C([O-])([O-])=O.[K+].[K+]. (4) Reactant: [F:1][C:2]1[CH:3]=[C:4]([CH2:9][C@H:10]([NH:14][C:15](=[O:21])[O:16][C:17]([CH3:20])([CH3:19])[CH3:18])[C@@H:11]2[CH2:13][O:12]2)[CH:5]=[C:6]([F:8])[CH:7]=1.[CH3:22][O:23][C:24]1[CH:25]=[C:26]([CH:29]=[CH:30][CH:31]=1)[CH2:27][NH2:28]. Product: [F:1][C:2]1[CH:3]=[C:4]([CH:5]=[C:6]([F:8])[CH:7]=1)[CH2:9][C@H:10]([NH:14][C:15](=[O:21])[O:16][C:17]([CH3:20])([CH3:19])[CH3:18])[C@@H:11]([OH:12])[CH2:13][NH:28][CH2:27][C:26]1[CH:29]=[CH:30][CH:31]=[C:24]([O:23][CH3:22])[CH:25]=1. The catalyst class is: 32. (5) Reactant: [CH3:1][C:2]1[CH:3]=[CH:4][C:5]([C:8]2[N:16]=[C:15]3[N:10]([CH:11]=[C:12]([CH3:17])[CH:13]=[CH:14]3)[C:9]=2[CH2:18][C:19]([N:21]([CH3:23])[CH3:22])=[O:20])=[CH:6][CH:7]=1.C(O)(C(O)=O)C(O)C(O)=O. Product: [CH3:1][C:2]1[CH:7]=[CH:6][C:5]([C:8]2[N:16]=[C:15]3[N:10]([CH:11]=[C:12]([CH3:17])[CH:13]=[CH:14]3)[C:9]=2[CH2:18][C:19]([N:21]([CH3:22])[CH3:23])=[O:20])=[CH:4][CH:3]=1. The catalyst class is: 6. (6) Reactant: [NH2:1][C:2]1[N:7]=[CH:6][N:5]=[C:4]2[N:8]([CH2:12][C@H:13]3[CH2:17][CH2:16][CH2:15][N:14]3[C:18]([O:20][C:21]([CH3:24])([CH3:23])[CH3:22])=[O:19])[N:9]=[C:10](I)[C:3]=12.[F:25][C:26]1[CH:27]=[C:28]([CH:45]=[C:46]([F:48])[CH:47]=1)[O:29][C:30]1[CH:35]=[CH:34][C:33](B2OC(C)(C)C(C)(C)O2)=[CH:32][CH:31]=1.O1CCOCC1.C(=O)([O-])[O-].[Na+].[Na+]. Product: [NH2:1][C:2]1[N:7]=[CH:6][N:5]=[C:4]2[N:8]([CH2:12][C@H:13]3[CH2:17][CH2:16][CH2:15][N:14]3[C:18]([O:20][C:21]([CH3:24])([CH3:23])[CH3:22])=[O:19])[N:9]=[C:10]([C:33]3[CH:32]=[CH:31][C:30]([O:29][C:28]4[CH:45]=[C:46]([F:48])[CH:47]=[C:26]([F:25])[CH:27]=4)=[CH:35][CH:34]=3)[C:3]=12. The catalyst class is: 690. (7) Reactant: [Si:1]([O:8][CH2:9][C@@H:10]([NH:15][CH3:16])[CH2:11][CH2:12][CH2:13][OH:14])([C:4]([CH3:7])([CH3:6])[CH3:5])([CH3:3])[CH3:2].[F:17][C:18]1[C:37]([F:38])=[CH:36][CH:35]=[CH:34][C:19]=1[CH2:20][NH:21][C:22](=[O:33])OC1C=CC([N+]([O-])=O)=CC=1. Product: [Si:1]([O:8][CH2:9][C@@H:10]([N:15]([CH3:16])[C:22]([NH:21][CH2:20][C:19]1[CH:34]=[CH:35][CH:36]=[C:37]([F:38])[C:18]=1[F:17])=[O:33])[CH2:11][CH2:12][CH2:13][OH:14])([C:4]([CH3:7])([CH3:6])[CH3:5])([CH3:3])[CH3:2]. The catalyst class is: 1. (8) Reactant: [F:1][C:2]1[CH:7]=[C:6]([F:8])[CH:5]=[CH:4][C:3]=1[OH:9].C(=O)([O-])[O-].[K+].[K+].[CH3:16][O:17][C:18](=[O:24])[CH:19](Br)[CH2:20][CH2:21][Br:22]. Product: [CH3:16][O:17][C:18](=[O:24])[CH:19]([O:9][C:3]1[CH:4]=[CH:5][C:6]([F:8])=[CH:7][C:2]=1[F:1])[CH2:20][CH2:21][Br:22]. The catalyst class is: 3.